Task: Predict which catalyst facilitates the given reaction.. Dataset: Catalyst prediction with 721,799 reactions and 888 catalyst types from USPTO (1) Reactant: C(O[C:4]([C@H:6]1[C@@H:11]([N:12]([CH2:33][C:34]2[CH:39]=[CH:38][C:37]([F:40])=[CH:36][CH:35]=2)[C:13](=[O:32])[CH2:14][C:15]2[NH:20][C:19]3[CH:21]=[CH:22][C:23]([NH:25][S:26]([CH3:29])(=[O:28])=[O:27])=[CH:24][C:18]=3[S:17](=[O:31])(=[O:30])[N:16]=2)[C@H:10]2[CH2:41][C@@H:7]1[CH2:8][CH2:9]2)=[O:5])C.[O-]CC.[Na+].Cl. The catalyst class is: 162. Product: [F:40][C:37]1[CH:38]=[CH:39][C:34]([CH2:33][N:12]2[C:13](=[O:32])[C:14]([C:15]3[NH:20][C:19]4[CH:21]=[CH:22][C:23]([NH:25][S:26]([CH3:29])(=[O:27])=[O:28])=[CH:24][C:18]=4[S:17](=[O:31])(=[O:30])[N:16]=3)=[C:4]([OH:5])[C@H:6]3[C@@H:11]2[C@H:10]2[CH2:41][C@@H:7]3[CH2:8][CH2:9]2)=[CH:35][CH:36]=1. (2) Reactant: [C:1]([O:4][C:5]1[C:6]([C:14]([CH3:17])([CH3:16])[CH3:15])=[CH:7][C:8]([OH:13])=[C:9]([CH:12]=1)[CH:10]=[O:11])(=[O:3])[CH3:2].[H-].[Na+].[Mg].[CH:21]1(Br)[CH2:27][CH2:26][CH2:25][CH2:24][CH2:23][CH2:22]1.[Cl-].[NH4+]. Product: [C:1]([O:4][C:5]1[C:6]([C:14]([CH3:17])([CH3:16])[CH3:15])=[CH:7][C:8]([OH:13])=[C:9]([CH:10]([CH:21]2[CH2:27][CH2:26][CH2:25][CH2:24][CH2:23][CH2:22]2)[OH:11])[CH:12]=1)(=[O:3])[CH3:2].[C:14]([C:6]1[C:5]([OH:4])=[CH:12][C:9]([CH:10]([CH:21]2[CH2:27][CH2:26][CH2:25][CH2:24][CH2:23][CH2:22]2)[OH:11])=[C:8]([OH:13])[CH:7]=1)([CH3:15])([CH3:16])[CH3:17]. The catalyst class is: 7.